Dataset: Reaction yield outcomes from USPTO patents with 853,638 reactions. Task: Predict the reaction yield, written as a fraction of the theoretical maximum amount of product (1.0 means a 100% yield; for example, 0.34 means a 34% yield). (1) The reactants are [Cl:1][C:2]1[C:11]2[C:6](=[C:7]([Cl:12])[CH:8]=[CH:9][CH:10]=2)[C:5]([OH:13])=[CH:4][N:3]=1.[CH2:14]1CCN2C(=NCCC2)C[CH2:15]1.C(Cl)(C)C. No catalyst specified. The product is [Cl:1][C:2]1[C:11]2[C:6](=[C:7]([Cl:12])[CH:8]=[CH:9][CH:10]=2)[C:5]([O:13][CH2:14][CH3:15])=[CH:4][N:3]=1. The yield is 0.501. (2) The reactants are [CH3:1][C:2]1[CH:3]=[C:4]([C:9]2[C:14]([C:15]3[CH:20]=[C:19]([CH3:21])[CH:18]=[C:17]([CH3:22])[CH:16]=3)=[N:13][CH:12]=[CH:11][N+:10]=2[O-])[CH:5]=[C:6]([CH3:8])[CH:7]=1.P(Cl)(Cl)([Cl:26])=O. The catalyst is O. The product is [Cl:26][C:12]1[N:13]=[C:14]([C:15]2[CH:20]=[C:19]([CH3:21])[CH:18]=[C:17]([CH3:22])[CH:16]=2)[C:9]([C:4]2[CH:3]=[C:2]([CH3:1])[CH:7]=[C:6]([CH3:8])[CH:5]=2)=[N:10][CH:11]=1. The yield is 0.900.